Dataset: Reaction yield outcomes from USPTO patents with 853,638 reactions. Task: Predict the reaction yield, written as a fraction of the theoretical maximum amount of product (1.0 means a 100% yield; for example, 0.34 means a 34% yield). The reactants are [C:1]([OH:8])(=O)[CH2:2][CH2:3][CH2:4][C:5]#[CH:6].C(N(CC)CC)C.CC(C)(C)C(Cl)=O.[Cl-].[Li+].[CH2:25]([C@H:32]1[CH2:36][O:35][C:34](=[O:37])[NH:33]1)[C:26]1[CH:31]=[CH:30][CH:29]=[CH:28][CH:27]=1. The catalyst is O1CCCC1. The product is [CH2:25]([C@H:32]1[CH2:36][O:35][C:34](=[O:37])[N:33]1[C:1](=[O:8])[CH2:2][CH2:3][CH2:4][C:5]#[CH:6])[C:26]1[CH:27]=[CH:28][CH:29]=[CH:30][CH:31]=1. The yield is 0.930.